This data is from Catalyst prediction with 721,799 reactions and 888 catalyst types from USPTO. The task is: Predict which catalyst facilitates the given reaction. (1) Reactant: [NH2:1][C:2]1[C:7]([NH2:8])=[C:6]([Cl:9])[C:5]([Cl:10])=[CH:4][N:3]=1.[N+:11]([C:14]1[CH:22]=[CH:21][C:17]([C:18](O)=O)=[CH:16][CH:15]=1)([O-:13])=[O:12]. Product: [Cl:10][C:5]1[C:6]([Cl:9])=[C:7]2[N:8]=[C:18]([C:17]3[CH:21]=[CH:22][C:14]([N+:11]([O-:13])=[O:12])=[CH:15][CH:16]=3)[NH:1][C:2]2=[N:3][CH:4]=1. The catalyst class is: 265. (2) Reactant: [OH:1][C:2]1[CH:3]=[C:4]([CH2:8][C:9]([OH:11])=O)[CH:5]=[CH:6][CH:7]=1.[CH:12]([NH2:15])([CH3:14])[CH3:13].CCCP(=O)=O. Product: [OH:1][C:2]1[CH:3]=[C:4]([CH2:8][C:9]([NH:15][CH:12]([CH3:14])[CH3:13])=[O:11])[CH:5]=[CH:6][CH:7]=1. The catalyst class is: 1. (3) Reactant: [CH3:1][O:2][C:3]1[CH:4]=[C:5]([C:9]2[O:10][C:11]([CH3:17])=[CH:12][C:13]=2[C:14](O)=[O:15])[CH:6]=[CH:7][CH:8]=1.O=S(Cl)Cl.[NH4+:22].[OH-]. Product: [CH3:1][O:2][C:3]1[CH:4]=[C:5]([C:9]2[O:10][C:11]([CH3:17])=[CH:12][C:13]=2[C:14]([NH2:22])=[O:15])[CH:6]=[CH:7][CH:8]=1. The catalyst class is: 1.